Dataset: Experimentally validated miRNA-target interactions with 360,000+ pairs, plus equal number of negative samples. Task: Binary Classification. Given a miRNA mature sequence and a target amino acid sequence, predict their likelihood of interaction. The protein sequence of the target gene is MGTRDDEYDYLFKVVLIGDSGVGKSNLLSRFTRNEFNLESKSTIGVEFATRSIQVDGKTIKAQIWDTAGQERYRAITSAYYRGAVGALLVYDIAKHLTYENVERWLKELRDHADSNIVIMLVGNKSDLRHLRAVPTDEARAFAEKNNLSFIETSALDSTNVEEAFKNILTEIYRIVSQKQIADRAAHDESPGNNVVDISVPPTTDGQRPNKLQCCQSL. The miRNA is mmu-miR-3089-5p with sequence UGAGUUCAGGGACAGCGUGUCU. Result: 1 (interaction).